Predict the reactants needed to synthesize the given product. From a dataset of Full USPTO retrosynthesis dataset with 1.9M reactions from patents (1976-2016). Given the product [C:1]([O:4][CH2:5][CH2:6][O:7][C:8]1[C:12]([I:28])=[C:11]([NH:13][S:14]([C:17]2[CH:18]=[CH:19][C:20]([C:23]([CH3:26])([CH3:25])[CH3:24])=[CH:21][CH:22]=2)(=[O:15])=[O:16])[N:10]([CH3:27])[N:9]=1)(=[O:3])[CH3:2], predict the reactants needed to synthesize it. The reactants are: [C:1]([O:4][CH2:5][CH2:6][O:7][C:8]1[CH:12]=[C:11]([NH:13][S:14]([C:17]2[CH:22]=[CH:21][C:20]([C:23]([CH3:26])([CH3:25])[CH3:24])=[CH:19][CH:18]=2)(=[O:16])=[O:15])[N:10]([CH3:27])[N:9]=1)(=[O:3])[CH3:2].[I:28]N1C(=O)CCC1=O.S(S([O-])=O)([O-])(=O)=O.[Na+].[Na+].